Dataset: Reaction yield outcomes from USPTO patents with 853,638 reactions. Task: Predict the reaction yield, written as a fraction of the theoretical maximum amount of product (1.0 means a 100% yield; for example, 0.34 means a 34% yield). The reactants are C(O[C:4](=[O:9])[CH2:5][N+:6]([O-:8])=[O:7])C.[H-].[Na+].[H][H].[CH3:14][N:15]1C(=O)O[C:18](=[O:19])[C:17]2=[CH:23][CH:24]=[CH:25][CH:26]=[C:16]12.Cl. The catalyst is CC(N(C)C)=O. The product is [OH:19][C:18]1[C:17]2[C:16](=[CH:26][CH:25]=[CH:24][CH:23]=2)[N:15]([CH3:14])[C:4](=[O:9])[C:5]=1[N+:6]([O-:8])=[O:7]. The yield is 0.270.